From a dataset of Reaction yield outcomes from USPTO patents with 853,638 reactions. Predict the reaction yield, written as a fraction of the theoretical maximum amount of product (1.0 means a 100% yield; for example, 0.34 means a 34% yield). (1) The yield is 0.590. The product is [C:29]([C:26]([C:22]1[CH:21]=[C:20]([CH:25]=[CH:24][CH:23]=1)[C:19]([NH:18][C:14]1[CH:15]=[CH:16][CH:17]=[C:12]([NH:11][C:6]2[N:7]=[CH:8][C:9]3[N:10]=[C:2]([NH:1][C:35]([CH:32]4[CH2:34][CH2:33]4)=[O:36])[S:3][C:4]=3[N:5]=2)[CH:13]=1)=[O:31])([CH3:27])[CH3:28])#[N:30]. The catalyst is N1C=CC=CC=1. The reactants are [NH2:1][C:2]1[S:3][C:4]2[N:5]=[C:6]([NH:11][C:12]3[CH:13]=[C:14]([NH:18][C:19](=[O:31])[C:20]4[CH:25]=[CH:24][CH:23]=[C:22]([C:26]([C:29]#[N:30])([CH3:28])[CH3:27])[CH:21]=4)[CH:15]=[CH:16][CH:17]=3)[N:7]=[CH:8][C:9]=2[N:10]=1.[CH:32]1([C:35](Cl)=[O:36])[CH2:34][CH2:33]1.C(=O)([O-])O.[Na+]. (2) The reactants are C([C:3]1[C:4]([B:22]2[O:26][C:25]([CH3:28])(C)C(C)(C)[O:23]2)=[C:5]([CH:19]=[CH:20][CH:21]=1)[O:6][CH2:7][CH2:8][CH2:9][CH2:10][NH:11][C:12](=[O:18])[O:13][C:14]([CH3:17])([CH3:16])[CH3:15])=O.C[N+:32]([O-:34])=[O:33].[OH-].[Na+].Cl. The catalyst is CCCCCCCCCCCCCCCC[N+](C)(C)C.[Br-].C1COCC1.O. The product is [C:14]([O:13][C:12](=[O:18])[NH:11][CH2:10][CH2:9][CH2:8][CH2:7][O:6][C:5]1[C:4]2[B:22]([OH:23])[O:26][CH:25]([CH2:28][N+:32]([O-:34])=[O:33])[C:3]=2[CH:21]=[CH:20][CH:19]=1)([CH3:15])([CH3:16])[CH3:17]. The yield is 0.536. (3) The reactants are [N:1]1[CH:6]=[CH:5][CH:4]=[CH:3][C:2]=1[C:7]([OH:9])=O.C(N(CC)CC)C.F[P-](F)(F)(F)(F)F.N1(OC(N(C)C)=[N+](C)C)C2C=CC=CC=2N=N1.[NH2:41][C:42]12[CH2:51][CH:46]3[CH2:47][CH:48]([CH2:50][C:44]([OH:52])([CH2:45]3)[CH2:43]1)[CH2:49]2. The catalyst is CN(C=O)C. The product is [OH:52][C:44]12[CH2:50][CH:48]3[CH2:47][CH:46]([CH2:51][C:42]([NH:41][C:7]([C:2]4[CH:3]=[CH:4][CH:5]=[CH:6][N:1]=4)=[O:9])([CH2:49]3)[CH2:43]1)[CH2:45]2. The yield is 0.970. (4) The yield is 0.100. The product is [F:17][C:10]1[CH:9]=[C:8]([C:18](=[O:20])[CH3:19])[C:7]([N:23]2[CH2:27][CH2:26][C@@H:25]([OH:28])[CH2:24]2)=[C:16]2[C:11]=1[CH:12]=[CH:13][CH:14]=[N:15]2. The reactants are FC(F)(F)S(O[C:7]1[C:8]([C:18](=[O:20])[CH3:19])=[CH:9][C:10]([F:17])=[C:11]2[C:16]=1[N:15]=[CH:14][CH:13]=[CH:12]2)(=O)=O.[NH:23]1[CH2:27][CH2:26][C@@H:25]([OH:28])[CH2:24]1.C1C=CC(P(C2C=CC3C(=CC=CC=3)C=2C2C3C(=CC=CC=3)C=CC=2P(C2C=CC=CC=2)C2C=CC=CC=2)C2C=CC=CC=2)=CC=1.C(=O)([O-])[O-].[Cs+].[Cs+]. The catalyst is O1CCCC1.ClCCl.C([O-])(=O)C.[Pd+2].C([O-])(=O)C. (5) The reactants are [CH:1]1[CH:2]=[CH:3][C:4]2[O:11][C:9](=[O:10])[CH2:8][CH2:7][C:5]=2[CH:6]=1.[OH:12]S(O)(=O)=O.[CH2:17](O)[CH3:18]. No catalyst specified. The product is [OH:11][C:4]1[CH:3]=[CH:2][CH:1]=[CH:6][C:5]=1[CH2:7][CH2:8][C:9]([O:10][CH2:17][CH3:18])=[O:12]. The yield is 0.950. (6) The reactants are [NH2:1][C:2]1[N:3]=[CH:4][C:5]([C:8]2[C:9]([F:19])=[C:10]([OH:18])[C:11]([CH:14]3[CH2:17][CH2:16][CH2:15]3)=[CH:12][CH:13]=2)=[N:6][CH:7]=1.Br[CH2:21][C:22]([O:24][C:25]([CH3:28])([CH3:27])[CH3:26])=[O:23].[OH-].[K+]. The catalyst is CS(C)=O. The product is [C:25]([O:24][C:22](=[O:23])[CH2:21][O:18][C:10]1[C:11]([CH:14]2[CH2:15][CH2:16][CH2:17]2)=[CH:12][CH:13]=[C:8]([C:5]2[CH:4]=[N:3][C:2]([NH2:1])=[CH:7][N:6]=2)[C:9]=1[F:19])([CH3:28])([CH3:27])[CH3:26]. The yield is 0.220.